From a dataset of Full USPTO retrosynthesis dataset with 1.9M reactions from patents (1976-2016). Predict the reactants needed to synthesize the given product. (1) Given the product [CH2:1]([O:3][C:4](=[O:25])[C:5]1[CH:10]=[CH:9][C:8]([NH:11][C:12](=[O:24])[CH2:13][CH2:14][N:15]2[CH:16]=[N:17][C:18]3[C:21](=[O:23])[NH:22][C:26](=[O:27])[NH:20][C:19]2=3)=[CH:7][CH:6]=1)[CH3:2], predict the reactants needed to synthesize it. The reactants are: [CH2:1]([O:3][C:4](=[O:25])[C:5]1[CH:10]=[CH:9][C:8]([NH:11][C:12](=[O:24])[CH2:13][CH2:14][N:15]2[C:19]([NH2:20])=[C:18]([C:21](=[O:23])[NH2:22])[N:17]=[CH:16]2)=[CH:7][CH:6]=1)[CH3:2].[C:26](N1C=CN=C1)(N1C=CN=C1)=[O:27].Cl. (2) The reactants are: Cl.[CH:2]([CH:15]1[CH2:20][CH2:19][NH:18][CH2:17][CH2:16]1)([C:9]1[CH:14]=[CH:13][CH:12]=[CH:11][CH:10]=1)[C:3]1[CH:8]=[CH:7][CH:6]=[CH:5][CH:4]=1.F[C:22]1[CH:29]=[CH:28][C:27]([N+:30]([O-:32])=[O:31])=[CH:26][C:23]=1[C:24]#[N:25].C(=O)([O-])[O-].[K+].[K+]. Given the product [CH:2]([CH:15]1[CH2:20][CH2:19][N:18]([C:22]2[CH:29]=[CH:28][C:27]([N+:30]([O-:32])=[O:31])=[CH:26][C:23]=2[C:24]#[N:25])[CH2:17][CH2:16]1)([C:9]1[CH:10]=[CH:11][CH:12]=[CH:13][CH:14]=1)[C:3]1[CH:4]=[CH:5][CH:6]=[CH:7][CH:8]=1, predict the reactants needed to synthesize it. (3) The reactants are: S(Cl)([Cl:3])=O.[CH3:5][C:6]1[N:7]=[C:8]2[C:17]3[CH2:16][CH:15]([C:18]4[CH:23]=[CH:22][CH:21]=[CH:20][CH:19]=4)[CH2:14][CH2:13][C:12]=3[C:11]([CH2:24]O)=[CH:10][N:9]2[C:26]=1[CH3:27].C(=O)(O)[O-].[Na+].O. Given the product [Cl:3][CH2:24][C:11]1[C:12]2[CH2:13][CH2:14][CH:15]([C:18]3[CH:23]=[CH:22][CH:21]=[CH:20][CH:19]=3)[CH2:16][C:17]=2[C:8]2=[N:7][C:6]([CH3:5])=[C:26]([CH3:27])[N:9]2[CH:10]=1, predict the reactants needed to synthesize it. (4) Given the product [NH2:43][C:26]1[C:25]2[C:21]([C:17]3[CH:16]=[C:15]4[C:20](=[CH:19][CH:18]=3)[N:12]([C:10](=[O:11])[CH2:9][C:3]3[CH:4]=[C:5]([F:8])[CH:6]=[CH:7][C:2]=3[F:1])[CH2:13][CH2:14]4)=[CH:22][O:23][C:24]=2[C:29]([CH2:30][CH2:31][NH:32][C:33](=[O:34])[O:35][CH2:36][C:37]2[CH:38]=[CH:39][CH:40]=[CH:41][CH:42]=2)=[CH:28][N:27]=1, predict the reactants needed to synthesize it. The reactants are: [F:1][C:2]1[CH:7]=[CH:6][C:5]([F:8])=[CH:4][C:3]=1[CH2:9][C:10]([N:12]1[C:20]2[C:15](=[CH:16][C:17]([C:21]3[C:25]4[C:26]([N:43](C(OC(C)(C)C)=O)C(OC(C)(C)C)=O)=[N:27][CH:28]=[C:29]([CH2:30][CH2:31][NH:32][C:33]([O:35][CH2:36][C:37]5[CH:42]=[CH:41][CH:40]=[CH:39][CH:38]=5)=[O:34])[C:24]=4[O:23][CH:22]=3)=[CH:18][CH:19]=2)[CH2:14][CH2:13]1)=[O:11].Cl.O1CCOCC1.